Regression. Given a peptide amino acid sequence and an MHC pseudo amino acid sequence, predict their binding affinity value. This is MHC class I binding data. From a dataset of Peptide-MHC class I binding affinity with 185,985 pairs from IEDB/IMGT. The peptide sequence is FTSAVLLLL. The MHC is HLA-A02:03 with pseudo-sequence HLA-A02:03. The binding affinity (normalized) is 0.603.